The task is: Regression. Given a peptide amino acid sequence and an MHC pseudo amino acid sequence, predict their binding affinity value. This is MHC class I binding data.. This data is from Peptide-MHC class I binding affinity with 185,985 pairs from IEDB/IMGT. (1) The peptide sequence is LPSSSSYSY. The MHC is HLA-A68:23 with pseudo-sequence HLA-A68:23. The binding affinity (normalized) is 0.318. (2) The peptide sequence is RIENEMKINR. The MHC is HLA-A31:01 with pseudo-sequence HLA-A31:01. The binding affinity (normalized) is 0.518. (3) The peptide sequence is IKLIYRSL. The MHC is H-2-Db with pseudo-sequence H-2-Db. The binding affinity (normalized) is 0.00610. (4) The peptide sequence is MSRKLHRYI. The MHC is HLA-A02:01 with pseudo-sequence HLA-A02:01. The binding affinity (normalized) is 0.0847.